This data is from Forward reaction prediction with 1.9M reactions from USPTO patents (1976-2016). The task is: Predict the product of the given reaction. (1) The product is: [F:29][C:26]1[CH:27]=[CH:28][C:23]([CH:13]([N:14]2[CH2:15][CH2:16][N:17]([CH:20]([CH3:22])[CH3:21])[CH2:18][CH2:19]2)[CH2:12][N:9]2[CH2:10][CH2:11][NH:6][CH2:7][CH2:8]2)=[CH:24][CH:25]=1. Given the reactants C(OC([N:6]1[CH2:11][CH2:10][N:9]([CH2:12][CH:13]([C:23]2[CH:28]=[CH:27][C:26]([F:29])=[CH:25][CH:24]=2)[N:14]2[CH2:19][CH2:18][N:17]([CH:20]([CH3:22])[CH3:21])[CH2:16][CH2:15]2)[CH2:8][CH2:7]1)=O)C.[OH-].[K+].O, predict the reaction product. (2) Given the reactants Cl[C:2]1[N:10]=[CH:9][N:8]=[C:7]2[C:3]=1[N:4]=[CH:5][N:6]2[C:11]1[CH:16]=[CH:15][C:14]([N:17]([OH:32])[C:18]([NH:20][C:21]2[CH:26]=[CH:25][C:24]([Cl:27])=[C:23]([C:28]([F:31])([F:30])[F:29])[CH:22]=2)=[O:19])=[CH:13][CH:12]=1.[NH:33]1[CH2:38][CH2:37][O:36][CH2:35][CH2:34]1, predict the reaction product. The product is: [Cl:27][C:24]1[CH:25]=[CH:26][C:21]([NH:20][C:18]([N:17]([OH:32])[C:14]2[CH:15]=[CH:16][C:11]([N:6]3[CH:5]=[N:4][C:3]4[C:7]3=[N:8][CH:9]=[N:10][C:2]=4[N:33]3[CH2:38][CH2:37][O:36][CH2:35][CH2:34]3)=[CH:12][CH:13]=2)=[O:19])=[CH:22][C:23]=1[C:28]([F:30])([F:31])[F:29]. (3) Given the reactants C[Si](C)(C)CCOC[O:7][CH2:8][C:9]1[N:10]=[C:11]([C:14]2[N:19]=[C:18]([C:20]([OH:23])([CH3:22])[CH3:21])[CH:17]=[CH:16][CH:15]=2)[S:12][CH:13]=1.Cl, predict the reaction product. The product is: [OH:7][CH2:8][C:9]1[N:10]=[C:11]([C:14]2[N:19]=[C:18]([C:20]([OH:23])([CH3:21])[CH3:22])[CH:17]=[CH:16][CH:15]=2)[S:12][CH:13]=1. (4) Given the reactants [CH2:1]([O:8][C:9]([NH:11][C:12]([C:34](=[O:36])[NH2:35])([CH2:20][C:21]([O:23][CH:24]1[CH:29]([CH:30]([CH3:32])[CH3:31])[CH2:28][CH2:27][CH:26]([CH3:33])[CH2:25]1)=[O:22])[C:13]([O:15][C:16]([CH3:19])([CH3:18])[CH3:17])=[O:14])=[O:10])[C:2]1[CH:7]=[CH:6][CH:5]=[CH:4][CH:3]=1, predict the reaction product. The product is: [CH2:1]([O:8][C:9]([NH:11][C@@:12]([C:34](=[O:36])[NH2:35])([CH2:20][C:21]([O:23][CH:24]1[CH:29]([CH:30]([CH3:31])[CH3:32])[CH2:28][CH2:27][CH:26]([CH3:33])[CH2:25]1)=[O:22])[C:13]([O:15][C:16]([CH3:18])([CH3:17])[CH3:19])=[O:14])=[O:10])[C:2]1[CH:7]=[CH:6][CH:5]=[CH:4][CH:3]=1.